Dataset: Full USPTO retrosynthesis dataset with 1.9M reactions from patents (1976-2016). Task: Predict the reactants needed to synthesize the given product. (1) The reactants are: [CH3:1][N:2]([CH2:8][CH2:9][OH:10])[C:3]1[S:4][CH:5]=[CH:6][N:7]=1.F[C:12]1[CH:19]=[CH:18][C:15]([CH:16]=[O:17])=[CH:14][CH:13]=1. Given the product [CH3:1][N:2]([CH2:8][CH2:9][O:10][C:12]1[CH:19]=[CH:18][C:15]([CH:16]=[O:17])=[CH:14][CH:13]=1)[C:3]1[S:4][CH:5]=[CH:6][N:7]=1, predict the reactants needed to synthesize it. (2) The reactants are: [CH2:1]([C:3]1[CH:8]=[CH:7][CH:6]=[C:5]([CH2:9][CH3:10])[C:4]=1[C:11]1[N:16]=[C:15]([CH3:17])[C:14]([CH2:18][O:19][C:20]2[CH:25]=[C:24]([CH:26]([CH3:28])[CH3:27])[CH:23]=[CH:22][C:21]=2[CH3:29])=[C:13]([O:30][CH:31]([CH3:33])[CH3:32])[CH:12]=1)[CH3:2].ClC1C=C(C=CC=1)C(OO)=[O:39]. Given the product [CH2:1]([C:3]1[CH:8]=[CH:7][CH:6]=[C:5]([CH2:9][CH3:10])[C:4]=1[C:11]1[N+:16]([O-:39])=[C:15]([CH3:17])[C:14]([CH2:18][O:19][C:20]2[CH:25]=[C:24]([CH:26]([CH3:27])[CH3:28])[CH:23]=[CH:22][C:21]=2[CH3:29])=[C:13]([O:30][CH:31]([CH3:33])[CH3:32])[CH:12]=1)[CH3:2], predict the reactants needed to synthesize it. (3) Given the product [S:11]1[CH:12]=[CH:13][C:9]2[CH:8]=[C:7]([C:18]3[CH:19]=[C:20]([CH2:24][CH2:34][C:33]([O:32][CH3:30])=[O:35])[CH:21]=[CH:22][C:17]=3[O:4][CH2:1][CH:2]3[CH2:39][CH2:38][CH2:37][CH2:36]3)[CH:15]=[CH:14][C:10]1=2, predict the reactants needed to synthesize it. The reactants are: [C:1]([O-:4])(=O)[CH3:2].[K+].Br[C:7]1[CH:15]=[CH:14][C:10]2[S:11][CH:12]=[CH:13][C:9]=2[CH:8]=1.Br[C:17]1[CH:22]=[CH:21][C:20](S)=[CH:19][CH:18]=1.[C:24](=O)([O-])[O-].[Na+].[Na+].[CH2:30]([O:32][C:33](=[O:35])[CH3:34])C.[CH3:36][CH2:37][CH2:38][CH2:39]CC.